Dataset: Full USPTO retrosynthesis dataset with 1.9M reactions from patents (1976-2016). Task: Predict the reactants needed to synthesize the given product. Given the product [N:23]1[C:32]2[C:27](=[CH:28][C:29]([NH:33][C:13]([CH:10]3[CH2:9][CH2:8][N:7]([C:2]4[N:1]=[CH:6][CH:5]=[CH:4][N:3]=4)[CH2:12][CH2:11]3)=[O:15])=[CH:30][CH:31]=2)[N:26]=[CH:25][CH:24]=1, predict the reactants needed to synthesize it. The reactants are: [N:1]1[CH:6]=[CH:5][CH:4]=[N:3][C:2]=1[N:7]1[CH2:12][CH2:11][CH:10]([C:13]([OH:15])=O)[CH2:9][CH2:8]1.BrC1N=CC=CN=1.[N:23]1[C:32]2[C:27](=[CH:28][C:29]([NH2:33])=[CH:30][CH:31]=2)[N:26]=[CH:25][CH:24]=1.